This data is from Forward reaction prediction with 1.9M reactions from USPTO patents (1976-2016). The task is: Predict the product of the given reaction. (1) The product is: [CH2:1]([O:8][C:9]1[C:14]([N+:15]([O-:17])=[O:16])=[C:13]([C:21]2[CH:22]=[CH:23][C:24]([O:26][CH:27]([F:28])[F:29])=[CH:25][C:20]=2[Cl:19])[CH:12]=[CH:11][N:10]=1)[C:2]1[CH:7]=[CH:6][CH:5]=[CH:4][CH:3]=1. Given the reactants [CH2:1]([O:8][C:9]1[C:14]([N+:15]([O-:17])=[O:16])=[C:13](Cl)[CH:12]=[CH:11][N:10]=1)[C:2]1[CH:7]=[CH:6][CH:5]=[CH:4][CH:3]=1.[Cl:19][C:20]1[CH:25]=[C:24]([O:26][CH:27]([F:29])[F:28])[CH:23]=[CH:22][C:21]=1B(O)O, predict the reaction product. (2) Given the reactants [CH3:1][O:2][C:3]([C:5]1[N:6]([CH2:23][C:24]2[CH:32]=[CH:31][C:27]3[O:28][CH2:29][O:30][C:26]=3[CH:25]=2)[C:7](=[O:22])[C:8]2[C:13]([C:14]=1[C:15]1[CH:20]=[CH:19][CH:18]=[CH:17][CH:16]=1)=[CH:12][C:11](Br)=[CH:10][CH:9]=2)=[O:4].C(N(CC)CC)C.CN([CH:43]=[O:44])C.[C]=O.[CH3:47][OH:48], predict the reaction product. The product is: [CH3:1][O:2][C:3]([C:5]1[N:6]([CH2:23][C:24]2[CH:32]=[CH:31][C:27]3[O:28][CH2:29][O:30][C:26]=3[CH:25]=2)[C:7](=[O:22])[C:8]2[C:13]([C:14]=1[C:15]1[CH:20]=[CH:19][CH:18]=[CH:17][CH:16]=1)=[CH:12][C:11]([C:47]([O:44][CH3:43])=[O:48])=[CH:10][CH:9]=2)=[O:4]. (3) Given the reactants [Cl:1][C:2]1[CH:7]=[CH:6][C:5]([C:8](=O)[CH2:9][C:10](=O)[C:11]([F:14])([F:13])[F:12])=[CH:4][C:3]=1[CH3:17].[NH2:18][C:19]1[C:23]([C:24]#[N:25])=[C:22]([CH2:26][C:27]#[N:28])[NH:21][N:20]=1, predict the reaction product. The product is: [Cl:1][C:2]1[CH:7]=[CH:6][C:5]([C:8]2[CH:9]=[C:10]([C:11]([F:14])([F:13])[F:12])[N:20]3[N:21]=[C:22]([CH2:26][C:27]#[N:28])[C:23]([C:24]#[N:25])=[C:19]3[N:18]=2)=[CH:4][C:3]=1[CH3:17]. (4) Given the reactants [C:1]([N:5]1[C:9]([Cl:10])=[C:8]([CH:11]=[O:12])[C:7]([C:13]([F:16])([F:15])[F:14])=[N:6]1)([CH3:4])([CH3:3])[CH3:2].[BH4-].[Na+].O, predict the reaction product. The product is: [C:1]([N:5]1[C:9]([Cl:10])=[C:8]([CH2:11][OH:12])[C:7]([C:13]([F:14])([F:16])[F:15])=[N:6]1)([CH3:4])([CH3:2])[CH3:3]. (5) Given the reactants C1(C)C=CC=CC=1.[CH:8]1([N:13]2[C:22]3[C:17](=[C:18](F)[CH:19]=[C:20]([F:23])[CH:21]=3)[C:16](=[O:25])[N:15]([CH2:26][CH2:27][CH2:28][C:29]([O:31][CH2:32][CH3:33])=[O:30])[C:14]2=[O:34])[CH2:12][CH2:11][CH2:10][CH2:9]1.[CH2:35]([OH:42])[C:36]1[CH:41]=[CH:40][CH:39]=[CH:38][CH:37]=1.C(=O)([O-])[O-].[K+].[K+], predict the reaction product. The product is: [CH2:35]([O:42][C:18]1[CH:19]=[C:20]([F:23])[CH:21]=[C:22]2[C:17]=1[C:16](=[O:25])[N:15]([CH2:26][CH2:27][CH2:28][C:29]([O:31][CH2:32][CH3:33])=[O:30])[C:14](=[O:34])[N:13]2[CH:8]1[CH2:9][CH2:10][CH2:11][CH2:12]1)[C:36]1[CH:41]=[CH:40][CH:39]=[CH:38][CH:37]=1. (6) Given the reactants [Cl:1][C:2]1[CH:11]=[C:10]2[C:5]([C:6](O)=[N:7][CH:8]=[N:9]2)=[CH:4][C:3]=1[C:13]1[CH:18]=[CH:17][CH:16]=[CH:15][C:14]=1[Cl:19].P(Cl)(Cl)(Cl)(Cl)[Cl:21].O=P(Cl)(Cl)Cl, predict the reaction product. The product is: [Cl:21][C:6]1[C:5]2[C:10](=[CH:11][C:2]([Cl:1])=[C:3]([C:13]3[CH:18]=[CH:17][CH:16]=[CH:15][C:14]=3[Cl:19])[CH:4]=2)[N:9]=[CH:8][N:7]=1. (7) Given the reactants C1C2C3=CC4[CH:14]=[CH:15][C:16](C(N)=O)=[CH:17][C:18]=4[N:9]3CC=CC=2C=CC=1.[CH:22]1C2[C:22]3=[CH:23][C:24]4[CH:22]=[CH:23][C:24](C(O)=O)=[CH:25][C:25]=4N3CC=CC=2[CH:25]=[CH:24][CH:23]=1.[C:43]([N:50]1[CH:54]=[CH:53][N:52]=[CH:51]1)(N1C=CN=C1)=[O:44].CN(C)S(N)(=O)=O.C1CCN2C(=NCCC2)CC1.[ClH:73], predict the reaction product. The product is: [Cl:73][C:18]1[C:17]([C:43]([N:50]2[CH:54]3[CH2:25][CH2:24][CH:23]2[CH2:22][N:52]([CH3:51])[CH2:53]3)=[O:44])=[CH:16][CH:15]=[CH:14][N:9]=1.